Dataset: NCI-60 drug combinations with 297,098 pairs across 59 cell lines. Task: Regression. Given two drug SMILES strings and cell line genomic features, predict the synergy score measuring deviation from expected non-interaction effect. (1) Drug 1: CC1C(C(CC(O1)OC2CC(CC3=C2C(=C4C(=C3O)C(=O)C5=C(C4=O)C(=CC=C5)OC)O)(C(=O)C)O)N)O.Cl. Drug 2: C1=CC(=CC=C1C#N)C(C2=CC=C(C=C2)C#N)N3C=NC=N3. Cell line: NCI-H322M. Synergy scores: CSS=2.55, Synergy_ZIP=3.63, Synergy_Bliss=-4.05, Synergy_Loewe=-4.62, Synergy_HSA=-3.74. (2) Drug 1: COCCOC1=C(C=C2C(=C1)C(=NC=N2)NC3=CC=CC(=C3)C#C)OCCOC.Cl. Drug 2: CC1C(C(CC(O1)OC2CC(CC3=C2C(=C4C(=C3O)C(=O)C5=CC=CC=C5C4=O)O)(C(=O)C)O)N)O. Cell line: K-562. Synergy scores: CSS=39.2, Synergy_ZIP=-1.80, Synergy_Bliss=1.74, Synergy_Loewe=-4.14, Synergy_HSA=2.39. (3) Drug 1: C1CCC(CC1)NC(=O)N(CCCl)N=O. Drug 2: C1C(C(OC1N2C=NC(=NC2=O)N)CO)O. Cell line: EKVX. Synergy scores: CSS=6.10, Synergy_ZIP=-2.60, Synergy_Bliss=-3.71, Synergy_Loewe=-4.04, Synergy_HSA=-4.45.